Task: Predict the product of the given reaction.. Dataset: Forward reaction prediction with 1.9M reactions from USPTO patents (1976-2016) Given the reactants [O:1]=[C:2]1[CH:7]=[CH:6][C:5](=[O:8])[C:4]([C:9]([O:11][CH3:12])=[O:10])=[CH:3]1.FC(F)(F)S([O-])(=O)=O.[Yb+3].FC(F)(F)S([O-])(=O)=O.FC(F)(F)S([O-])(=O)=O.[CH3:38][O:39][C:40]1[CH:47]=[CH:46][C:43]([CH:44]=[CH2:45])=[CH:42][CH:41]=1, predict the reaction product. The product is: [CH3:38][O:39][C:40]1[CH:47]=[CH:46][C:43]([CH:44]2[CH2:45][C:3]3=[C:4]([C:9]([O:11][CH3:12])=[O:10])[C:5]([OH:8])=[CH:6][CH:7]=[C:2]3[O:1]2)=[CH:42][CH:41]=1.